This data is from Catalyst prediction with 721,799 reactions and 888 catalyst types from USPTO. The task is: Predict which catalyst facilitates the given reaction. (1) Reactant: [C:1]1([S:7]([C:10]2[CH:16]=[CH:15][CH2:14][CH2:13][C@@H:12]([O:17][Si:18]([CH3:21])([CH3:20])[CH3:19])[CH:11]=2)(=[O:9])=[O:8])[CH:6]=[CH:5][CH:4]=[CH:3][CH:2]=1.[Li][CH3:23].[C:24]1([S:30][S:30][C:24]2[CH:29]=[CH:28][CH:27]=[CH:26][CH:25]=2)[CH:29]=[CH:28][CH:27]=[CH:26][CH:25]=1. Product: [C:1]1([S:7]([CH:10]2[CH:16]=[C:15]([S:30][C:24]3[CH:29]=[CH:28][CH:27]=[CH:26][CH:25]=3)[CH2:14][CH2:13][C@@H:12]([O:17][Si:18]([CH3:21])([CH3:20])[CH3:19])[C@H:11]2[CH3:23])(=[O:9])=[O:8])[CH:2]=[CH:3][CH:4]=[CH:5][CH:6]=1. The catalyst class is: 1. (2) Reactant: [N+:1]([C:4]1[CH:9]=[CH:8][C:7]([N:10]2[CH2:16][CH2:15][CH2:14][CH:13]([N:17]3[CH2:21][CH2:20][C@@H:19]([NH:22][C:23](=[O:38])[CH2:24][NH:25][C:26](=[O:37])[C:27]4[CH:32]=[CH:31][CH:30]=[C:29]([C:33]([F:36])([F:35])[F:34])[CH:28]=4)[CH2:18]3)[CH2:12][CH2:11]2)=[CH:6][CH:5]=1)([O-])=O.[H][H]. Product: [NH2:1][C:4]1[CH:5]=[CH:6][C:7]([N:10]2[CH2:16][CH2:15][CH2:14][CH:13]([N:17]3[CH2:21][CH2:20][C@@H:19]([NH:22][C:23](=[O:38])[CH2:24][NH:25][C:26](=[O:37])[C:27]4[CH:32]=[CH:31][CH:30]=[C:29]([C:33]([F:35])([F:36])[F:34])[CH:28]=4)[CH2:18]3)[CH2:12][CH2:11]2)=[CH:8][CH:9]=1. The catalyst class is: 43. (3) Reactant: Br[CH2:2][C:3]([C:5]1[CH:10]=[CH:9][C:8]([Br:11])=[CH:7][CH:6]=1)=[O:4].[C:12]([O:18][CH2:19][CH3:20])(=[O:17])[CH2:13][C:14]([CH3:16])=[O:15].C(=O)([O-])[O-].[K+].[K+]. Product: [C:14]([CH:13]([CH2:2][C:3]([C:5]1[CH:10]=[CH:9][C:8]([Br:11])=[CH:7][CH:6]=1)=[O:4])[C:12]([O:18][CH2:19][CH3:20])=[O:17])(=[O:15])[CH3:16]. The catalyst class is: 131. (4) Reactant: [CH3:1][O:2][C:3]1[CH:4]=[C:5]2[C:10](=[C:11]([N:13]3[CH2:18][CH2:17][N:16]([CH2:19][C:20]([F:23])([F:22])[F:21])[CH2:15][CH2:14]3)[CH:12]=1)[O:9][CH:8]([C:24]([OH:26])=O)[CH2:7][CH2:6]2.[N:27]1([C:33]2[CH:38]=[CH:37][C:36]([NH2:39])=[CH:35][CH:34]=2)[CH2:32][CH2:31][O:30][CH2:29][CH2:28]1.C(N(CC)CC)C.CN(C(ON1N=NC2C=CC=NC1=2)=[N+](C)C)C.F[P-](F)(F)(F)(F)F. Product: [CH3:1][O:2][C:3]1[CH:4]=[C:5]2[C:10](=[C:11]([N:13]3[CH2:18][CH2:17][N:16]([CH2:19][C:20]([F:22])([F:23])[F:21])[CH2:15][CH2:14]3)[CH:12]=1)[O:9][CH:8]([C:24]([NH:39][C:36]1[CH:35]=[CH:34][C:33]([N:27]3[CH2:32][CH2:31][O:30][CH2:29][CH2:28]3)=[CH:38][CH:37]=1)=[O:26])[CH2:7][CH2:6]2. The catalyst class is: 2. (5) Reactant: O[C:2]1[CH:7]=[CH:6][C:5]([C:8]2[CH:13]=[CH:12][C:11]([SH:14])=[CH:10][CH:9]=2)=[CH:4][CH:3]=1.Cl[CH2:16][C:17](CCl)=[CH2:18]. Product: [CH2:18]([S:14][CH2:11][CH:12]=[CH2:13])[CH:17]=[CH2:16].[C:5]1([C:8]2[CH:9]=[CH:10][CH:11]=[CH:12][CH:13]=2)[CH:6]=[CH:7][CH:2]=[CH:3][CH:4]=1. The catalyst class is: 5. (6) Product: [CH2:24]([O:23][C:21](=[O:22])[C:18]1[CH:19]=[CH:20][C:15]([S:14][CH2:13][C@@H:4]([NH:5][C:6]([O:8][C:9]([CH3:11])([CH3:10])[CH3:12])=[O:7])[C:3]([OH:28])=[O:2])=[C:16]([NH2:27])[CH:17]=1)[CH:25]=[CH2:26]. The catalyst class is: 237. Reactant: C[O:2][C:3](=[O:28])[C@H:4]([CH2:13][S:14][C:15]1[CH:20]=[CH:19][C:18]([C:21]([O:23][CH2:24][CH:25]=[CH2:26])=[O:22])=[CH:17][C:16]=1[NH2:27])[NH:5][C:6]([O:8][C:9]([CH3:12])([CH3:11])[CH3:10])=[O:7].[OH-].[Na+]. (7) Reactant: [CH3:1][C@H:2]1[NH:7][CH2:6][CH2:5][N:4]([C:8]([O:10][C:11]([CH3:14])([CH3:13])[CH3:12])=[O:9])[CH2:3]1.C(=O)([O-])[O-].[K+].[K+].[I-].[K+].Br[CH2:24][C:25]([O:27][CH3:28])=[O:26]. Product: [CH3:28][O:27][C:25](=[O:26])[CH2:24][N:7]1[CH2:6][CH2:5][N:4]([C:8]([O:10][C:11]([CH3:13])([CH3:12])[CH3:14])=[O:9])[CH2:3][C@H:2]1[CH3:1]. The catalyst class is: 21.